Predict the reaction yield, written as a fraction of the theoretical maximum amount of product (1.0 means a 100% yield; for example, 0.34 means a 34% yield). From a dataset of Reaction yield outcomes from USPTO patents with 853,638 reactions. (1) The product is [NH:1]([C:2]1[N:3]=[C:4]2[CH:9]=[CH:8][C:7]([O:10][C:11]3[CH:12]=[C:13]([NH:17][C:18](=[O:29])[C:19]4[CH:24]=[CH:23][CH:22]=[C:21]([C:25]([F:28])([F:27])[F:26])[CH:20]=4)[CH:14]=[CH:15][CH:16]=3)=[N:6][N:5]2[CH:30]=1)[C:32]1[CH:37]=[CH:36][CH:35]=[CH:34][CH:33]=1. The catalyst is C1C=CC(/C=C/C(/C=C/C2C=CC=CC=2)=O)=CC=1.C1C=CC(/C=C/C(/C=C/C2C=CC=CC=2)=O)=CC=1.C1C=CC(/C=C/C(/C=C/C2C=CC=CC=2)=O)=CC=1.[Pd].[Pd].C1(C)C=CC=CC=1. The yield is 0.160. The reactants are [NH2:1][C:2]1[N:3]=[C:4]2[CH:9]=[CH:8][C:7]([O:10][C:11]3[CH:12]=[C:13]([NH:17][C:18](=[O:29])[C:19]4[CH:24]=[CH:23][CH:22]=[C:21]([C:25]([F:28])([F:27])[F:26])[CH:20]=4)[CH:14]=[CH:15][CH:16]=3)=[N:6][N:5]2[CH:30]=1.I[C:32]1[CH:37]=[CH:36][CH:35]=[CH:34][CH:33]=1.C1(P(C2CCCCC2)C2C=CC=CC=2C2C(C(C)C)=CC(C(C)C)=CC=2C(C)C)CCCCC1.CC(C)([O-])C.[Na+].C(=O)([O-])O.[Na+]. (2) The catalyst is CN(C=O)C.C(OCC)(=O)C. The product is [CH3:7][C:8]1[N:9]=[C:10]([C:30]2[CH:35]=[CH:34][CH:33]=[CH:32][C:31]=2[O:36][CH2:37][C:38]2[CH:43]=[CH:42][CH:41]=[CH:40][CH:39]=2)[N:11]([CH2:22][CH2:23][C:24]2[CH:25]=[CH:26][CH:27]=[CH:28][CH:29]=2)[C:12](=[O:21])[C:13]=1[C:14]1[S:18][C:17]([C:19]2[NH:20][N:5]=[N:4][N:3]=2)=[CH:16][CH:15]=1. The yield is 0.900. The reactants are [Cl-].[NH4+].[N-:3]=[N+:4]=[N-:5].[Na+].[CH3:7][C:8]1[N:9]=[C:10]([C:30]2[CH:35]=[CH:34][CH:33]=[CH:32][C:31]=2[O:36][CH2:37][C:38]2[CH:43]=[CH:42][CH:41]=[CH:40][CH:39]=2)[N:11]([CH2:22][CH2:23][C:24]2[CH:29]=[CH:28][CH:27]=[CH:26][CH:25]=2)[C:12](=[O:21])[C:13]=1[C:14]1[S:18][C:17]([C:19]#[N:20])=[CH:16][CH:15]=1. (3) The reactants are N[C:2]1[C:7]([N+:8]([O-:10])=[O:9])=[CH:6][CH:5]=[CH:4][C:3]=1[OH:11].N([O-])=O.[Na+].[ClH:16]. The catalyst is O1CCOCC1.O. The product is [Cl:16][C:2]1[C:7]([N+:8]([O-:10])=[O:9])=[CH:6][CH:5]=[CH:4][C:3]=1[OH:11]. The yield is 0.480. (4) The reactants are Cl[C:2]1[CH:7]=[CH:6][N:5]2[N:8]=[CH:9][C:10]([C:11]([NH:13][C:14]3[N:18]([C:19]4[CH:24]=[CH:23][CH:22]=[C:21]([Cl:25])[CH:20]=4)[N:17]=[C:16]([CH3:26])[CH:15]=3)=[O:12])=[C:4]2[N:3]=1.[OH-].[NH4+:28]. No catalyst specified. The product is [NH2:28][C:2]1[CH:7]=[CH:6][N:5]2[N:8]=[CH:9][C:10]([C:11]([NH:13][C:14]3[N:18]([C:19]4[CH:24]=[CH:23][CH:22]=[C:21]([Cl:25])[CH:20]=4)[N:17]=[C:16]([CH3:26])[CH:15]=3)=[O:12])=[C:4]2[N:3]=1. The yield is 0.480. (5) The yield is 0.990. The catalyst is O1CCCC1.C(OCC)(=O)C. The reactants are [Cl:1][C:2]1[CH:3]=[CH:4][C:5]([C:25](OC)=[O:26])=[C:6]2[C:10]=1[N:9]=[C:8]1[N:11]([C:16]3[CH:21]=[CH:20][C:19]([O:22][CH3:23])=[CH:18][C:17]=3[Cl:24])[CH2:12][CH2:13][CH2:14][CH2:15][N:7]21.[BH4-].[Li+]. The product is [Cl:1][C:2]1[C:10]2[N:9]=[C:8]3[N:11]([C:16]4[CH:21]=[CH:20][C:19]([O:22][CH3:23])=[CH:18][C:17]=4[Cl:24])[CH2:12][CH2:13][CH2:14][CH2:15][N:7]3[C:6]=2[C:5]([CH2:25][OH:26])=[CH:4][CH:3]=1. (6) The reactants are [NH2:1][C:2]1[C:3](=[O:16])[N:4]([CH2:8][C:9]([O:11][C:12]([CH3:15])([CH3:14])[CH3:13])=[O:10])[CH:5]=[CH:6][CH:7]=1.CN1CCOCC1.[C:24]1([CH2:30][S:31](Cl)(=[O:33])=[O:32])[CH:29]=[CH:28][CH:27]=[CH:26][CH:25]=1. The catalyst is C(Cl)Cl. The yield is 0.960. The product is [CH2:30]([S:31]([NH:1][C:2]1[C:3](=[O:16])[N:4]([CH2:8][C:9]([O:11][C:12]([CH3:13])([CH3:15])[CH3:14])=[O:10])[CH:5]=[CH:6][CH:7]=1)(=[O:33])=[O:32])[C:24]1[CH:29]=[CH:28][CH:27]=[CH:26][CH:25]=1. (7) The reactants are [C:1]([O:9][CH2:10][CH3:11])(=[O:8])[CH2:2][C:3]([O:5][CH2:6][CH3:7])=[O:4].[CH3:12][O:13][C:14]1[C:15]([N+:22]([O-:24])=[O:23])=[C:16]([CH:19]=[CH:20][CH:21]=1)[CH:17]=O.N1CCCCC1. The catalyst is N1C=CC=CC=1. The product is [CH3:12][O:13][C:14]1[C:15]([N+:22]([O-:24])=[O:23])=[C:16]([CH:19]=[CH:20][CH:21]=1)[CH:17]=[C:2]([C:3]([O:5][CH2:6][CH3:7])=[O:4])[C:1]([O:9][CH2:10][CH3:11])=[O:8]. The yield is 0.390.